From a dataset of Catalyst prediction with 721,799 reactions and 888 catalyst types from USPTO. Predict which catalyst facilitates the given reaction. (1) Reactant: C([O:4][CH2:5][CH:6]1[CH:11]([O:12]C(=O)C)[CH:10]([O:16]C(=O)C)[CH:9]([O:20]C(=O)C)[CH:8]([O:24][C:25]2[CH:29]=[CH:28][S:27][C:26]=2[CH:30]=[CH:31][C:32]2[CH:37]=[CH:36][C:35]([O:38][CH3:39])=[CH:34][CH:33]=2)[O:7]1)(=O)C.C[O-].[Na+]. Product: [OH:4][CH2:5][CH:6]1[CH:11]([OH:12])[CH:10]([OH:16])[CH:9]([OH:20])[CH:8]([O:24][C:25]2[CH:29]=[CH:28][S:27][C:26]=2[CH:30]=[CH:31][C:32]2[CH:33]=[CH:34][C:35]([O:38][CH3:39])=[CH:36][CH:37]=2)[O:7]1. The catalyst class is: 5. (2) Reactant: [N:1]1([C:7]([C:9]2[CH:14]=[C:13]([C:15]([F:18])([F:17])[F:16])[CH:12]=[C:11]([N+:19]([O-])=O)[CH:10]=2)=[O:8])[CH2:6][CH2:5][O:4][CH2:3][CH2:2]1.[Cl-].[NH4+]. Product: [NH2:19][C:11]1[CH:10]=[C:9]([C:7]([N:1]2[CH2:2][CH2:3][O:4][CH2:5][CH2:6]2)=[O:8])[CH:14]=[C:13]([C:15]([F:16])([F:17])[F:18])[CH:12]=1. The catalyst class is: 284. (3) Reactant: Br[C:2]1[CH:7]=[C:6]([CH:8]([CH3:10])[CH3:9])[CH:5]=[CH:4][C:3]=1[NH2:11].[C:12]1(B(O)O)[CH2:17][CH2:16][CH2:15][CH2:14][CH:13]=1.C([O-])([O-])=O.[Na+].[Na+].CCOC(C)=O. Product: [C:12]1([C:2]2[CH:7]=[C:6]([CH:8]([CH3:10])[CH3:9])[CH:5]=[CH:4][C:3]=2[NH2:11])[CH2:17][CH2:16][CH2:15][CH2:14][CH:13]=1. The catalyst class is: 77. (4) The catalyst class is: 3. Product: [CH3:1][C:2]1[C:7]([CH3:8])=[CH:6][CH:5]=[CH:4][C:3]=1[C:9]1[CH:14]=[CH:13][CH:12]=[CH:11][C:10]=1[CH2:15][CH2:16][C:17]([N:23]([CH:20]([CH3:22])[CH3:21])[NH:24][C:25]([C:27]1[CH:31]=[CH:30][O:29][CH:28]=1)=[O:26])=[O:19]. Reactant: [CH3:1][C:2]1[C:7]([CH3:8])=[CH:6][CH:5]=[CH:4][C:3]=1[C:9]1[CH:14]=[CH:13][CH:12]=[CH:11][C:10]=1[CH2:15][CH2:16][C:17]([OH:19])=O.[CH:20]([NH:23][NH:24][C:25]([C:27]1[CH:31]=[CH:30][O:29][CH:28]=1)=[O:26])([CH3:22])[CH3:21].C(N(CC)CC)C.C1C=CC2N(O)N=NC=2C=1.CCN=C=NCCCN(C)C.